From a dataset of Peptide-MHC class I binding affinity with 185,985 pairs from IEDB/IMGT. Regression. Given a peptide amino acid sequence and an MHC pseudo amino acid sequence, predict their binding affinity value. This is MHC class I binding data. (1) The MHC is HLA-A02:01 with pseudo-sequence HLA-A02:01. The binding affinity (normalized) is 0.612. The peptide sequence is HLDGEVLSL. (2) The peptide sequence is RPPNTQTSA. The MHC is HLA-B35:01 with pseudo-sequence HLA-B35:01. The binding affinity (normalized) is 0. (3) The peptide sequence is RPNMSRHLF. The MHC is HLA-A02:01 with pseudo-sequence HLA-A02:01. The binding affinity (normalized) is 0.0236. (4) The MHC is HLA-B08:01 with pseudo-sequence HLA-B08:01. The peptide sequence is RHVKPTGSAVVGLSM. The binding affinity (normalized) is 0.0468. (5) The peptide sequence is SVFHEHIFK. The MHC is HLA-A02:02 with pseudo-sequence HLA-A02:02. The binding affinity (normalized) is 0.157. (6) The peptide sequence is ARQCRAPRRQG. The MHC is Mamu-B08 with pseudo-sequence Mamu-B08. The binding affinity (normalized) is 0.216. (7) The peptide sequence is TIFTLTVAWR. The MHC is HLA-A33:01 with pseudo-sequence HLA-A33:01. The binding affinity (normalized) is 0.448. (8) The peptide sequence is FPQVGGLTSI. The MHC is HLA-B35:01 with pseudo-sequence HLA-B35:01. The binding affinity (normalized) is 0.407. (9) The peptide sequence is MLLGELLTF. The MHC is HLA-B46:01 with pseudo-sequence HLA-B46:01. The binding affinity (normalized) is 0.0847. (10) The binding affinity (normalized) is 0. The MHC is HLA-A23:01 with pseudo-sequence HLA-A23:01. The peptide sequence is YPGIKVRQL.